From a dataset of Reaction yield outcomes from USPTO patents with 853,638 reactions. Predict the reaction yield, written as a fraction of the theoretical maximum amount of product (1.0 means a 100% yield; for example, 0.34 means a 34% yield). (1) The reactants are [F:1][C:2]1[CH:3]=[C:4]2[C:8](=[CH:9][C:10]=1[NH2:11])[NH:7][C:6](=[O:12])[CH2:5]2.N1CCCCC1.Cl[C:20]([C:22]([O:25][C:26](=[O:28])[CH3:27])([CH3:24])[CH3:23])=[O:21]. The yield is 0.995. The catalyst is O1CCCC1. The product is [F:1][C:2]1[CH:3]=[C:4]2[C:8](=[CH:9][C:10]=1[NH:11][C:20]([C:22]([O:25][C:26](=[O:28])[CH3:27])([CH3:24])[CH3:23])=[O:21])[NH:7][C:6](=[O:12])[CH2:5]2. (2) The reactants are FC(F)(F)S(O[C:7]1[CH:8]=[CH:9][C:10]2[O:14][C:13]([C:15]3[CH:20]=[CH:19][C:18]([F:21])=[CH:17][CH:16]=3)=[C:12]([C:22](=[O:25])[NH:23][CH3:24])[C:11]=2[CH:26]=1)(=O)=O.B([C:32]1[CH:33]=[CH:34][C:35]([O:41][CH3:42])=[C:36]([CH:40]=1)[C:37]([OH:39])=[O:38])(O)O.C(=O)([O-])[O-].[Cs+].[Cs+].O1CCOCC1. The catalyst is O. The product is [F:21][C:18]1[CH:17]=[CH:16][C:15]([C:13]2[O:14][C:10]3[CH:9]=[CH:8][C:7]([C:32]4[CH:33]=[CH:34][C:35]([O:41][CH3:42])=[C:36]([CH:40]=4)[C:37]([OH:39])=[O:38])=[CH:26][C:11]=3[C:12]=2[C:22](=[O:25])[NH:23][CH3:24])=[CH:20][CH:19]=1. The yield is 1.00. (3) The reactants are [Br:1][C:2]1[C:10]2[O:9][C:8]([CH:11]3[CH2:13][CH2:12]3)=[CH:7][C:6]=2[CH:5]=[C:4]([S:14]([CH3:17])(=[O:16])=[O:15])[CH:3]=1.[SiH](CC)(CC)CC.C(O)(C(F)(F)F)=O. The catalyst is [OH-].[Na+]. The product is [Br:1][C:2]1[C:10]2[O:9][CH:8]([CH:11]3[CH2:13][CH2:12]3)[CH2:7][C:6]=2[CH:5]=[C:4]([S:14]([CH3:17])(=[O:15])=[O:16])[CH:3]=1. The yield is 0.330. (4) The reactants are [NH2:1][C:2]1[CH:3]=[C:4]([C:8]2[N:9]=[C:10]([CH3:33])[S:11][C:12]=2[C:13]2[CH:18]=[CH:17][N:16]=[C:15]([NH:19][C:20]3[CH:25]=[CH:24][C:23]([O:26][CH2:27][CH2:28][N:29]([CH3:31])[CH3:30])=[C:22]([Cl:32])[CH:21]=3)[N:14]=2)[CH:5]=[CH:6][CH:7]=1.[Cl:34][C:35]1[CH:36]=[C:37]([CH:41]=[CH:42][CH:43]=1)[C:38](Cl)=[O:39]. No catalyst specified. The product is [Cl:34][C:35]1[CH:36]=[C:37]([CH:41]=[CH:42][CH:43]=1)[C:38]([NH:1][C:2]1[CH:7]=[CH:6][CH:5]=[C:4]([C:8]2[N:9]=[C:10]([CH3:33])[S:11][C:12]=2[C:13]2[CH:18]=[CH:17][N:16]=[C:15]([NH:19][C:20]3[CH:25]=[CH:24][C:23]([O:26][CH2:27][CH2:28][N:29]([CH3:30])[CH3:31])=[C:22]([Cl:32])[CH:21]=3)[N:14]=2)[CH:3]=1)=[O:39]. The yield is 0.580. (5) The reactants are [OH:1][CH:2]1[C:6]2[N:7]=[CH:8][N:9]=[C:10]([N:11]3[CH2:16][CH2:15][N:14](C(OC(C)(C)C)=O)[CH2:13][CH2:12]3)[C:5]=2[CH2:4][CH2:3]1.[ClH:24]. The catalyst is C(Cl)Cl.O1CCOCC1. The product is [ClH:24].[ClH:24].[N:11]1([C:10]2[C:5]3[CH2:4][CH2:3][CH:2]([OH:1])[C:6]=3[N:7]=[CH:8][N:9]=2)[CH2:12][CH2:13][NH:14][CH2:15][CH2:16]1. The yield is 0.980. (6) The reactants are [CH3:1][C:2]1[NH:3][C:4]2[CH2:5][C:6]([CH3:13])([CH3:12])[CH2:7][C:8](=[O:11])[C:9]=2[CH:10]=1.[N:14]1([S:19]([C:22]2[CH:29]=[CH:28][CH:27]=[CH:26][C:23]=2[CH:24]=[O:25])(=[O:21])=[O:20])[CH2:18][CH2:17][CH2:16][CH2:15]1.[OH-].[Na+]. The catalyst is CO.O. The product is [OH:25][CH:24]([C:23]1[CH:26]=[CH:27][CH:28]=[CH:29][C:22]=1[S:19]([N:14]1[CH2:18][CH2:17][CH2:16][CH2:15]1)(=[O:21])=[O:20])[C:10]1[C:9]2[C:8](=[O:11])[CH2:7][C:6]([CH3:13])([CH3:12])[CH2:5][C:4]=2[NH:3][C:2]=1[CH3:1]. The yield is 0.580. (7) The reactants are [I:1][C:2]1[CH:7]=[CH:6][N:5]=[C:4]([N:8]2[C:16]3[CH2:15][CH:14]4[CH2:17][CH:12]([CH2:13]4)[C:11]=3[C:10]([C:18]([OH:20])=O)=[N:9]2)[CH:3]=1.[Cl-].[NH4+:22]. No catalyst specified. The product is [I:1][C:2]1[CH:7]=[CH:6][N:5]=[C:4]([N:8]2[C:16]3[CH2:15][CH:14]4[CH2:17][CH:12]([CH2:13]4)[C:11]=3[C:10]([C:18]([NH2:22])=[O:20])=[N:9]2)[CH:3]=1. The yield is 0.500. (8) The catalyst is C(OCC)(=O)C.O1CCCC1. The reactants are [NH2:1][C:2]1[CH:24]=[CH:23][C:5]([O:6][C:7]2[C:16]3[C:11](=[CH:12][C:13]([O:21][CH3:22])=[C:14]([C:17](OC)=[O:18])[CH:15]=3)[N:10]=[CH:9][CH:8]=2)=[CH:4][C:3]=1[CH3:25].[CH2:26]([N:28](CC)CC)[CH3:27].[F:33][P-](F)(F)(F)(F)[F:33].[N:40]1([P+](N(C)C)(N(C)C)N(C)C)[C:44]2[CH:45]=[CH:46][CH:46]=[CH:45][C:44]=2[N:40]=N1.O.CN(C)[CH:62]=[O:63]. The yield is 0.660. The product is [F:33][CH2:27][CH2:26][NH:28][C:17]([C:14]1[CH:15]=[C:16]2[C:11](=[CH:12][C:13]=1[O:21][CH3:22])[N:10]=[CH:9][CH:8]=[C:7]2[O:6][C:5]1[CH:23]=[CH:24][C:2]([NH:1][C:62]([NH:40][CH:44]2[CH2:45][CH2:46]2)=[O:63])=[C:3]([CH3:25])[CH:4]=1)=[O:18]. (9) The reactants are C(OC([NH:8][CH2:9][C:10]1[CH:11]=[N:12][C:13]([CH2:16][N:17]2[CH2:22][CH2:21][CH2:20][CH2:19][CH2:18]2)=[CH:14][CH:15]=1)=O)(C)(C)C.Cl. The catalyst is CO. The product is [NH2:8][CH2:9][C:10]1[CH:15]=[CH:14][C:13]([CH2:16][N:17]2[CH2:22][CH2:21][CH2:20][CH2:19][CH2:18]2)=[N:12][CH:11]=1. The yield is 0.950. (10) The reactants are [NH:1]1[CH:5]=[C:4]([C:6]2[CH:7]=[N:8][CH:9]=[CH:10][CH:11]=2)[N:3]=[CH:2]1.[H-].[Na+].Br[CH2:15][C:16]#[N:17]. The catalyst is O1CCCC1. The product is [N:8]1[CH:9]=[CH:10][CH:11]=[C:6]([C:4]2[N:3]=[CH:2][N:1]([CH2:15][C:16]#[N:17])[CH:5]=2)[CH:7]=1. The yield is 0.800.